This data is from Catalyst prediction with 721,799 reactions and 888 catalyst types from USPTO. The task is: Predict which catalyst facilitates the given reaction. (1) Reactant: C[O:2][C:3]1[CH:4]=[CH:5][C:6]2[C:11](=[O:12])[N:10]([C:13]3[CH:18]=[CH:17][C:16]([O:19][CH2:20][C:21]([F:24])([F:23])[F:22])=[CH:15][CH:14]=3)[C:9]([S:25][CH3:26])=[N:8][C:7]=2[N:27]=1.Cl.N1C=CC=CC=1.Cl. Product: [CH3:26][S:25][C:9]1[N:10]([C:13]2[CH:14]=[CH:15][C:16]([O:19][CH2:20][C:21]([F:23])([F:22])[F:24])=[CH:17][CH:18]=2)[C:11](=[O:12])[C:6]2[CH:5]=[CH:4][C:3](=[O:2])[NH:27][C:7]=2[N:8]=1. The catalyst class is: 9. (2) Reactant: [ClH:1].O1CCOCC1.C(OC([N:15]1[CH2:28][C:18]2=[C:19]3[N:24]([N:25]=[C:17]2[CH2:16]1)[CH:23]=[C:22]([CH3:26])[C:21]([CH3:27])=[N:20]3)=O)(C)(C)C. Product: [ClH:1].[ClH:1].[CH3:27][C:21]1[C:22]([CH3:26])=[CH:23][N:24]2[C:19]([N:20]=1)=[C:18]1[CH2:28][NH:15][CH2:16][C:17]1=[N:25]2. The catalyst class is: 5.